Dataset: Experimentally validated miRNA-target interactions with 360,000+ pairs, plus equal number of negative samples. Task: Binary Classification. Given a miRNA mature sequence and a target amino acid sequence, predict their likelihood of interaction. (1) The protein sequence of the target gene is MKNQLRGPPVRAHMSTSGAAAAAAAGGTRAGSEPGAGSGSGAGIGAGATTGAGAMPCKSAEWLQEELEARGGASLLLLDCRPHELFESSHIETAINLAIPGLMLRRLRKGNLPIRSIIPNHADKERFATRCKAATVLLYDEATAEWQPEPGAPASVLGLLLQKLRDDGCQAYYLQGGFNKFQTEYSEHCETNVDSSSSPSGSPPTSVLGLGGLRISSDCSDGESDRELPSSATESDGSPVPSSQPAFPVQILPYLYLGCAKDSTNLDVLGKYGIKYILNVTPNLPNAFEHGGEFTYKQIP.... The miRNA is cel-miR-56-3p with sequence UACCCGUAAUGUUUCCGCUGAG. Result: 0 (no interaction). (2) The miRNA is hsa-miR-3194-3p with sequence AGCUCUGCUGCUCACUGGCAGU. The protein sequence of the target gene is MAVLDTDLDHILPSSVLPPFWAKLVVGSVAIVCFARSYDGDFVFDDSEAIVNNKDLQAETPLGDLWHHDFWGSRLSSNTSHKSYRPLTVLTFRINYYLSGGFHPVGFHVVNILLHSGISVLMVDVFSVLFGGLQYTSKGRRLHLAPRASLLAALLFAVHPVHTECVAGVVGRADLLCALFFLLSFLGYCKAFRESNKEGAHSSTFWVLLSIFLGAVAMLCKEQGITVLGLNAVFDILVIGKFNVLEIVQKVLHKDKSLENLGMLRNGGLLFRMTLLTSGGAGMLYVRWRIMGTGPPAFTE.... Result: 0 (no interaction). (3) The miRNA is hsa-miR-6771-3p with sequence CAAACCCCUGUCUACCCGCAG. The protein sequence of the target gene is MAVFLEAKDAHSVLKRFPRANEFLEELRQGTIERECMEEICSYEEVKEVFENKEKTMEFWKGYPNAVYSVRDPSQSSDAMYVVVPLLGVALLIVIALFIIWRCQLQKATRHHPSYAQNRYLASRAGHTLPRVMVYRGTVHSQGEPSGHREAANSPQVVLGPSRGGRTTVRLESTLYLPELSLSRLSSTTPPPSYEEVTAPQESSSEEASVSYSDPPPKYEEIVAANPGADK. Result: 1 (interaction). (4) The miRNA is mmu-miR-1964-3p with sequence CCGACUUCUGGGCUCCGGCUUU. The protein sequence of the target gene is MAPSPQACTSPLLLLLLPCLGAGPALGRGLPRPLENSEPHMIPSESQTFDLFWEKLRNESSWHSGDPQARAEGPKKPADPYLGPALHGPKAAPGVQGERLLRADDLQLARAFTSQGWTGPPDSQELLEPEAPEPHPVRAPRLTLVTTTPSSLLSAAILSTASQKPGGTAGQQPARNEELIMVKAETHITQASPWDFQGSSHTPVPETDAVRTLVLGKQGGHEQGFQEAVQGPLLTQQDPVVPGVGSTPPVKVESTPEPGAQLDLALVRSLPLPEGLPAEPPKTGAGDTWEVSSLGPQPEQ.... Result: 0 (no interaction). (5) The miRNA is hsa-miR-548q with sequence GCUGGUGCAAAAGUAAUGGCGG. The protein sequence of the target gene is MPLRDKYCQTDHHHHGCCEPVYILEPGDPPLLQQPVQTSKSGIQQIIECFRSGTKQLKHILLKDVDTIFECKLCRSLFRGLPNLITHKKFYCPPSLQMDDNLPDVNDKQSQAISDLLEAIYPRVDKREYIIKLEPIETNQNAVFQYISRTDNPAEVTESSSTPEQTEVQIQETSSEQLKAVPDADTEVEEAIEPPSIETVVDEAAAPTEEQPQESQADLETSDSSDLGHQLICCLCRKEFNSRRGVRRHIRKVHKKKMEELKKYIETRKTPNQSSKGRSKSVLVSLSRSCPVCCKSFATK.... Result: 0 (no interaction). (6) The miRNA is hsa-miR-138-5p with sequence AGCUGGUGUUGUGAAUCAGGCCG. The protein sequence of the target gene is MSQASKRKHVVQEVLGEHMVPSDHQQIVKVLRTPGNNLHEVETAQGQRFLVSMPSKYRKNIWIKRGDFLIVDPIEEGEKVKAEISFVLCKNHVRSLQKEGHWPEAFSEVAEKQNNMNRESQPELPAEPQLSGEGSSSEDDSDLFVNTNHRQYHESEEESEEDEEEEEEAA. Result: 0 (no interaction). (7) The miRNA is mmu-miR-669i with sequence UGCAUAUACACACAUGCAUAC. The protein sequence of the target gene is MSQDSVTFADVAVNFTKEEWTLLDPAQRNLYRDVMLENSRNLAFIDWATPCKTKDATPQPDILPKRTFPEANRVCLTSISSQHSTLREDWRCPKTEEPHRQGVNNVKPPAVAPEKDESPVSICEDHEMRNHSKPTCRLVPSQGDSIRQCILTRDSSIFKYNPVLNDSQKTHENNEDDGVLGWNIQWVPCGRKTELKSSTWTGSQNTVHHIRDEIDTGANRHQRNPFGKAFREDGSLRAHNTHGREKMYDFTQCENTSRNNSIHAMQMQLYTAETNKKDCQTGATSANAPNSGSHKSHCTG.... Result: 0 (no interaction).